Dataset: Reaction yield outcomes from USPTO patents with 853,638 reactions. Task: Predict the reaction yield, written as a fraction of the theoretical maximum amount of product (1.0 means a 100% yield; for example, 0.34 means a 34% yield). (1) The reactants are [CH:1]1[C:13]2[C:12]3[O:11][C:10]4[CH:14]=[CH:15][CH:16]=[CH:17][C:9]=4[C:8]=3[CH:7]=[CH:6][C:5]=2[CH:4]=[CH:3][CH:2]=1.[Br:18]N1C(=O)CCC1=O. The catalyst is CN(C)C=O.O. The product is [Br:18][C:6]1[C:5]2[CH:4]=[CH:3][CH:2]=[CH:1][C:13]=2[C:12]2[O:11][C:10]3[CH:14]=[CH:15][CH:16]=[CH:17][C:9]=3[C:8]=2[CH:7]=1. The yield is 0.820. (2) The product is [CH3:40][O:39][C:36]1[CH:37]=[CH:38][C:33]([C:31](=[O:32])[CH2:30][N:1]2[CH2:5][CH2:4][CH2:3][CH:2]2[C:6]2[CH:21]=[CH:20][CH:19]=[C:8]([O:9][CH2:10][CH2:11][CH2:12][N:13]3[CH2:18][CH2:17][CH2:16][CH2:15][CH2:14]3)[CH:7]=2)=[CH:34][CH:35]=1. The catalyst is C1COCC1.C(Cl)Cl. The yield is 0.730. The reactants are [NH:1]1[CH2:5][CH2:4][CH2:3][CH:2]1[C:6]1[CH:7]=[C:8]([CH:19]=[CH:20][CH:21]=1)[O:9][CH2:10][CH2:11][CH2:12][N:13]1[CH2:18][CH2:17][CH2:16][CH2:15][CH2:14]1.C(N(CC)CC)C.Br[CH2:30][C:31]([C:33]1[CH:38]=[CH:37][C:36]([O:39][CH3:40])=[CH:35][CH:34]=1)=[O:32]. (3) The reactants are [N:1]1([C:7]2[CH:12]=[CH:11][C:10]([NH:13][C:14]3[N:19]=[C:18]([CH2:20][CH2:21][C:22]4[CH:27]=[CH:26][CH:25]=[CH:24][C:23]=4[CH2:28][C:29]([NH2:31])=[O:30])[C:17]([C:32]([F:35])([F:34])[F:33])=[CH:16][N:15]=3)=[CH:9][CH:8]=2)[CH2:6][CH2:5][NH:4][CH2:3][CH2:2]1.C1C[O:39][CH2:38][CH2:37]1.C(N(CC)CC)C.C(OC(=O)C)(=O)C. The catalyst is C(Cl)Cl.CN(C=O)C. The product is [C:38]([N:4]1[CH2:5][CH2:6][N:1]([C:7]2[CH:12]=[CH:11][C:10]([NH:13][C:14]3[N:19]=[C:18]([CH2:20][CH2:21][C:22]4[CH:27]=[CH:26][CH:25]=[CH:24][C:23]=4[CH2:28][C:29]([NH2:31])=[O:30])[C:17]([C:32]([F:33])([F:35])[F:34])=[CH:16][N:15]=3)=[CH:9][CH:8]=2)[CH2:2][CH2:3]1)(=[O:39])[CH3:37]. The yield is 0.870. (4) The yield is 0.880. The reactants are [CH3:1][C:2]([CH3:10])([CH:4]([OH:9])[CH2:5][CH2:6][CH2:7][CH3:8])[CH3:3].[Cr](Cl)([O-])(=O)=O.[NH+]1C=CC=CC=1. The catalyst is C(Cl)Cl. The product is [CH3:1][C:2]([CH3:10])([C:4](=[O:9])[CH2:5][CH2:6][CH2:7][CH3:8])[CH3:3]. (5) The reactants are [OH:1][C:2]1[C:7]([O:8][CH3:9])=[CH:6][CH:5]=[CH:4][N:3]=1.Br[CH2:11][C:12]([O:14][CH2:15][CH3:16])=[O:13].C(=O)([O-])[O-].[K+].[K+].CCCCCCC. The catalyst is C(OCC)(=O)C. The product is [CH2:15]([O:14][C:12](=[O:13])[CH2:11][N:3]1[CH:4]=[CH:5][CH:6]=[C:7]([O:8][CH3:9])[C:2]1=[O:1])[CH3:16]. The yield is 0.920.